Predict the reaction yield, written as a fraction of the theoretical maximum amount of product (1.0 means a 100% yield; for example, 0.34 means a 34% yield). From a dataset of Reaction yield outcomes from USPTO patents with 853,638 reactions. (1) The reactants are S(Cl)(Cl)=O.[CH2:5]([O:7][C:8]([N:10]1[CH2:16][CH2:15][CH2:14][CH:13]([N:17]2[CH2:22][CH2:21][C:20]([F:26])([C:23]([OH:25])=O)[CH2:19][CH2:18]2)[CH2:12][CH2:11]1)=[O:9])[CH3:6].[C:27]([NH2:31])([CH3:30])([CH3:29])[CH3:28].CCN(C(C)C)C(C)C. The catalyst is C(Cl)Cl. The product is [F:26][C:20]1([C:23](=[O:25])[NH:31][C:27]([CH3:30])([CH3:29])[CH3:28])[CH2:19][CH2:18][N:17]([CH:13]2[CH2:14][CH2:15][CH2:16][N:10]([C:8]([O:7][CH2:5][CH3:6])=[O:9])[CH2:11][CH2:12]2)[CH2:22][CH2:21]1. The yield is 0.468. (2) The reactants are [C:1]([O:5][C:6]([N:8]1[CH2:12][C@H:11]([OH:13])[CH2:10][C@H:9]1[C:14]([OH:16])=O)=[O:7])([CH3:4])([CH3:3])[CH3:2].[O:17]1[C:21]([C:22]2[CH:27]=[CH:26][C:25]([CH2:28][NH2:29])=[CH:24][CH:23]=2)=[CH:20][N:19]=[CH:18]1.CCN(C(C)C)C(C)C.CN(C(ON1N=NC2C=CC=NC1=2)=[N+](C)C)C.F[P-](F)(F)(F)(F)F. The catalyst is CN(C=O)C.O. The product is [OH:13][C@H:11]1[CH2:12][N:8]([C:6]([O:5][C:1]([CH3:2])([CH3:3])[CH3:4])=[O:7])[C@H:9]([C:14](=[O:16])[NH:29][CH2:28][C:25]2[CH:24]=[CH:23][C:22]([C:21]3[O:17][CH:18]=[N:19][CH:20]=3)=[CH:27][CH:26]=2)[CH2:10]1. The yield is 0.680. (3) The product is [C:1]([C:4]1[C:5]([CH3:26])=[N:6][C:7]2[N:8]([CH:18]=[C:19]([CH2:21][C:22]([O:24][CH3:25])=[O:23])[N:20]=2)[C:9]=1[C:10]1[CH:15]=[CH:14][C:13]([Cl:16])=[CH:12][C:11]=1[Cl:17])(=[O:3])[NH2:2]. The catalyst is C1COCC1. The yield is 0.780. The reactants are [C:1]([C:4]1[CH:9]([C:10]2[CH:15]=[CH:14][C:13]([Cl:16])=[CH:12][C:11]=2[Cl:17])[N:8]2[CH:18]=[C:19]([CH2:21][C:22]([O:24][CH3:25])=[O:23])[N:20]=[C:7]2[NH:6][C:5]=1[CH3:26])(=[O:3])[NH2:2].ClC1C(=O)C(C#N)=C(C#N)C(=O)C=1Cl.C(Cl)Cl.C([O-])(O)=O.[Na+]. (4) The reactants are [C:1]([O:9][CH3:10])(=[O:8])[CH2:2][CH2:3][CH2:4][CH2:5][CH2:6][CH3:7].[CH:11](=O)[C:12]([CH3:15])([CH3:14])[CH3:13]. No catalyst specified. The product is [CH3:11][C:12]([CH3:15])([CH3:14])/[CH:13]=[C:2](\[CH2:3][CH2:4][CH2:5][CH2:6][CH3:7])/[C:1]([O:9][CH3:10])=[O:8]. The yield is 0.380. (5) The reactants are O[C:2]1[CH:7]=CN=C[CH:3]=1.C1(P(C2C=CC=CC=2)C2C=CC=CC=2)C=CC=CC=1.N(C(OC(C)C)=O)=NC(OC(C)C)=O.[CH3:41][O:42][CH:43]([CH2:46][CH2:47][CH2:48][CH2:49][CH2:50][CH2:51][CH2:52][CH2:53][CH2:54][CH2:55][CH2:56][CH2:57][CH2:58]CCC)[CH2:44][OH:45]. The catalyst is C1COCC1.N1C=CC=CC=1. The product is [CH3:41][O:42][CH:43]([CH:46]([CH2:47][CH2:48][CH2:49][CH2:50][CH2:51][CH2:52][CH2:53][CH2:54][CH2:55][CH2:56][CH2:57][CH3:58])[CH2:3][CH2:2][CH3:7])[CH2:44][OH:45]. The yield is 0.780. (6) The reactants are [Br:1][C:2]1[CH:7]=[CH:6][C:5]([C:8](=[N:13][OH:14])[CH2:9][N+:10]([O-:12])=[O:11])=[CH:4][CH:3]=1.CCN(C(C)C)C(C)C.Cl[C:25](=O)[C:26]([O:28][CH2:29][CH3:30])=[O:27].O.C(=O)(O)[O-].[Na+]. The catalyst is C(OCC)(=O)C.C1COCC1. The product is [Br:1][C:2]1[CH:3]=[CH:4][C:5]([C:8]2[C:9]([N+:10]([O-:12])=[O:11])=[C:25]([C:26]([O:28][CH2:29][CH3:30])=[O:27])[O:14][N:13]=2)=[CH:6][CH:7]=1. The yield is 0.280. (7) The reactants are Br[C:2]1[N:3]([CH2:17][CH:18]2[CH2:23][CH2:22][CH2:21][N:20](C(OC(C)(C)C)=O)[CH2:19]2)[C:4]2[C:9]([N:10]=1)=[C:8]([NH2:11])[N:7]=[C:6]([O:12][CH2:13][CH2:14][CH2:15][CH3:16])[N:5]=2.Cl.[O:32]1CCOCC1.[C:38]([O:42][CH2:43]C)(=[O:41])[CH:39]=[CH2:40].C(N(CC)CC)C. The yield is 0.110. The catalyst is C1COCC1.CN(C=O)C. The product is [CH2:13]([O:12][C:6]1[N:5]=[C:4]2[C:9]([NH:10][C:2](=[O:32])[N:3]2[CH2:17][CH:18]2[CH2:23][CH2:22][CH2:21][N:20]([CH2:40][CH2:39][C:38]([O:42][CH3:43])=[O:41])[CH2:19]2)=[C:8]([NH2:11])[N:7]=1)[CH2:14][CH2:15][CH3:16]. (8) The reactants are [N+:1]([C:4]1[CH:5]=[C:6]([S:10]([CH2:13][CH2:14][O:15][C:16](=[O:34])[CH2:17][CH2:18][CH2:19][NH:20][C:21](=[O:33])[CH2:22][O:23][C:24]2[CH:29]=[CH:28][CH:27]=[C:26]([CH:30]([CH3:32])[CH3:31])[CH:25]=2)(=[O:12])=[O:11])[CH:7]=[CH:8][CH:9]=1)([O-:3])=[O:2].[Cl:35][S:36](O)(=[O:38])=[O:37]. The catalyst is C(Cl)Cl. The product is [N+:1]([C:4]1[CH:5]=[C:6]([S:10]([CH2:13][CH2:14][O:15][C:16](=[O:34])[CH2:17][CH2:18][CH2:19][NH:20][C:21](=[O:33])[CH2:22][O:23][C:24]2[CH:29]=[CH:28][C:27]([S:36]([Cl:35])(=[O:38])=[O:37])=[C:26]([CH:30]([CH3:32])[CH3:31])[CH:25]=2)(=[O:12])=[O:11])[CH:7]=[CH:8][CH:9]=1)([O-:3])=[O:2]. The yield is 0.570. (9) The reactants are O.[OH-].[Li+].C([O:6][C:7]([C@:9]1([F:26])[C@@H:14]2[C@H:10]1[CH:11]=[CH:12][C@@:13]2([NH2:25])[C:15]([O:17]CC1C=CC=CC=1)=[O:16])=[O:8])C. The catalyst is O.O1CCCC1. The product is [NH2:25][C@@:13]1([C:15]([OH:17])=[O:16])[CH:12]=[CH:11][C@@H:10]2[C@H:14]1[C@@:9]2([F:26])[C:7]([OH:8])=[O:6]. The yield is 0.100. (10) The reactants are NC[CH2:3][N:4]([S:28]([CH3:31])(=[O:30])=[O:29])[C:5]1[C:6]([CH:25]2[CH2:27][CH2:26]2)=[CH:7][C:8]2[C:12]([CH:13]=1)=[N:11][N:10]([C:14]1[CH:19]=[CH:18][C:17]([Br:20])=[CH:16][CH:15]=1)[C:9]=2[C:21]([NH:23][CH3:24])=[O:22].[C:32]([OH:39])(=O)[CH2:33][CH2:34][C:35]([OH:37])=[O:36].CN(C(O[N:48]1N=N[C:50]2C=CC=N[C:49]1=2)=[N+](C)C)C.F[P-](F)(F)(F)(F)F.CCN(C(C)C)C(C)C. The catalyst is CN(C=O)C. The product is [Br:20][C:17]1[CH:16]=[CH:15][C:14]([N:10]2[C:9]([C:21](=[O:22])[NH:23][CH3:24])=[C:8]3[C:12]([CH:13]=[C:5]([N:4]([S:28]([CH3:31])(=[O:29])=[O:30])[CH2:3][CH2:50][CH2:49][NH:48][C:32](=[O:39])[CH2:33][CH2:34][C:35]([OH:37])=[O:36])[C:6]([CH:25]4[CH2:27][CH2:26]4)=[CH:7]3)=[N:11]2)=[CH:19][CH:18]=1. The yield is 0.340.